Dataset: Reaction yield outcomes from USPTO patents with 853,638 reactions. Task: Predict the reaction yield, written as a fraction of the theoretical maximum amount of product (1.0 means a 100% yield; for example, 0.34 means a 34% yield). (1) The reactants are [OH:1][C:2]1[CH:7]=[CH:6][C:5]([C:8]2[CH:9]=[C:10]3[C:15](=[CH:16][CH:17]=2)[N:14]=[C:13]([C:18]([O:20][CH3:21])=[O:19])[CH:12]=[CH:11]3)=[CH:4][CH:3]=1.[CH:22]1([C:27]2[O:31][N:30]=[C:29]([C:32]3[C:37]([Cl:38])=[CH:36][CH:35]=[CH:34][C:33]=3[Cl:39])[C:28]=2[CH2:40]O)[CH2:26][CH2:25][CH2:24][CH2:23]1.C1(P(C2C=CC=CC=2)C2C=CC=CC=2)C=CC=CC=1.N(C(OC(C)C)=O)=NC(OC(C)C)=O. The catalyst is ClCCl. The product is [CH:22]1([C:27]2[O:31][N:30]=[C:29]([C:32]3[C:37]([Cl:38])=[CH:36][CH:35]=[CH:34][C:33]=3[Cl:39])[C:28]=2[CH2:40][O:1][C:2]2[CH:7]=[CH:6][C:5]([C:8]3[CH:9]=[C:10]4[C:15](=[CH:16][CH:17]=3)[N:14]=[C:13]([C:18]([O:20][CH3:21])=[O:19])[CH:12]=[CH:11]4)=[CH:4][CH:3]=2)[CH2:23][CH2:24][CH2:25][CH2:26]1. The yield is 0.370. (2) The yield is 0.448. The product is [C:1]([O:5][C:6]([NH:8][C@@H:9]([C:11]1[O:15][N:14]=[C:13]([C:16]([OH:18])=[O:17])[CH:12]=1)[CH3:10])=[O:7])([CH3:2])([CH3:3])[CH3:4]. The reactants are [C:1]([O:5][C:6]([NH:8][C@@H:9]([C:11]1[O:15][N:14]=[C:13]([C:16]([O:18]CC)=[O:17])[CH:12]=1)[CH3:10])=[O:7])([CH3:4])([CH3:3])[CH3:2].[Li+].[OH-]. The catalyst is C1COCC1. (3) The reactants are [N+](=[CH:3][Si](C)(C)C)=[N-].[Cl:8][C:9]1[CH:17]=[C:16]([Cl:18])[C:15]([N+:19]([O-:21])=[O:20])=[CH:14][C:10]=1[C:11]([OH:13])=[O:12].C1(C)C=CC=CC=1.C(O)(=O)C. The catalyst is CO. The product is [Cl:8][C:9]1[CH:17]=[C:16]([Cl:18])[C:15]([N+:19]([O-:21])=[O:20])=[CH:14][C:10]=1[C:11]([O:13][CH3:3])=[O:12]. The yield is 0.380.